Dataset: Forward reaction prediction with 1.9M reactions from USPTO patents (1976-2016). Task: Predict the product of the given reaction. (1) Given the reactants [CH2:1]([O:4][C:5]1[CH:13]=[C:12]2[C:8]([CH:9]=[C:10]([CH2:15][O:16][Si:17]([C:20]([CH3:23])([CH3:22])[CH3:21])([CH3:19])[CH3:18])[N:11]2[CH3:14])=[CH:7][C:6]=1[CH:24]=[O:25])[CH:2]=[CH2:3].[CH:26]([Mg]Br)=[CH2:27].[NH4+].[Cl-].O, predict the reaction product. The product is: [CH2:1]([O:4][C:5]1[CH:13]=[C:12]2[C:8]([CH:9]=[C:10]([CH2:15][O:16][Si:17]([C:20]([CH3:21])([CH3:23])[CH3:22])([CH3:18])[CH3:19])[N:11]2[CH3:14])=[CH:7][C:6]=1[CH:24]([OH:25])[CH:26]=[CH2:27])[CH:2]=[CH2:3]. (2) Given the reactants [NH2:1][C:2]1[CH:9]=[CH:8][C:5]([C:6]#[N:7])=[C:4]([CH3:10])[N:3]=1.[BH4-].[Na+].Cl, predict the reaction product. The product is: [NH2:7][CH2:6][C:5]1[CH:8]=[CH:9][C:2]([NH2:1])=[N:3][C:4]=1[CH3:10].